Dataset: Reaction yield outcomes from USPTO patents with 853,638 reactions. Task: Predict the reaction yield, written as a fraction of the theoretical maximum amount of product (1.0 means a 100% yield; for example, 0.34 means a 34% yield). (1) The reactants are [CH:1]1[C:10]2[C:5](=[CH:6][CH:7]=[CH:8][CH:9]=2)[CH:4]=[CH:3][C:2]=1[S:11]([O-:13])=[O:12].[Na+].Br[C:16]1[CH:24]=[CH:23][C:22]2[N:21]([CH3:25])[C:20]3[CH2:26][CH:27]4[NH:31][CH:30]([C:19]=3[C:18]=2[C:17]=1[C:32]([O:34][C:35]([CH3:38])([CH3:37])[CH3:36])=[O:33])[CH2:29][CH2:28]4. No catalyst specified. The product is [CH:1]1[C:10]2[C:5](=[CH:6][CH:7]=[CH:8][CH:9]=2)[CH:4]=[CH:3][C:2]=1[S:11]([C:16]1[CH:24]=[CH:23][C:22]2[N:21]([CH3:25])[C:20]3[CH2:26][CH:27]4[NH:31][CH:30]([C:19]=3[C:18]=2[C:17]=1[C:32]([O:34][C:35]([CH3:38])([CH3:37])[CH3:36])=[O:33])[CH2:29][CH2:28]4)(=[O:13])=[O:12]. The yield is 0.240. (2) The reactants are C(OC([NH:8][C@@H:9]([CH3:12])[CH2:10][OH:11])=O)(C)(C)C.O[C:14]1[CH:23]=[CH:22][C:17]([C:18]([O:20][CH3:21])=[O:19])=[CH:16][CH:15]=1.C1C=CC(P(C2C=CC=CC=2)C2C=CC=CC=2)=CC=1.N(C(OC(C)C)=O)=NC(OC(C)C)=O. The catalyst is C1COCC1. The product is [NH2:8][C@@H:9]([CH3:12])[CH2:10][O:11][C:14]1[CH:23]=[CH:22][C:17]([C:18]([O:20][CH3:21])=[O:19])=[CH:16][CH:15]=1. The yield is 0.390. (3) The reactants are [CH3:1][O:2][P:3]([Cl:6])([Cl:5])=[O:4].[N:7]1[CH:12]=[CH:11][CH:10]=[CH:9][CH:8]=1. No catalyst specified. The product is [P:3]([Cl:6])([Cl:5])([O-:4])=[O:2].[CH3:1][N+:7]1[CH:12]=[CH:11][CH:10]=[CH:9][CH:8]=1. The yield is 0.270. (4) The reactants are Br[C:2]1[C:14](=[O:15])[N:13]([CH:16]2[CH2:20][CH2:19][CH2:18][CH2:17]2)[C:5]2[N:6]=[C:7]([NH:11][CH3:12])[N:8]=[C:9]([CH3:10])[C:4]=2[CH:3]=1.C[O:22][B:23](OC)[O:24]C.[Li]CCCC. The catalyst is C1COCC1. The product is [CH:16]1([N:13]2[C:5]3[N:6]=[C:7]([NH:11][CH3:12])[N:8]=[C:9]([CH3:10])[C:4]=3[CH:3]=[C:2]([B:23]([OH:24])[OH:22])[C:14]2=[O:15])[CH2:20][CH2:19][CH2:18][CH2:17]1. The yield is 0.180. (5) The reactants are Br[C:2]1[N:7]=[C:6]([C:8]([F:11])([F:10])[F:9])[C:5]([Cl:12])=[CH:4][CH:3]=1.[OH:13][CH2:14][CH2:15][C:16]1[CH:21]=[CH:20][C:19]([OH:22])=[CH:18][CH:17]=1.C([O-])([O-])=O.[K+].[K+]. The catalyst is CN(C=O)C. The product is [Cl:12][C:5]1[CH:4]=[CH:3][C:2]([O:22][C:19]2[CH:20]=[CH:21][C:16]([CH2:15][CH2:14][OH:13])=[CH:17][CH:18]=2)=[N:7][C:6]=1[C:8]([F:11])([F:10])[F:9]. The yield is 0.0820. (6) The reactants are [CH3:1][CH:2]([CH3:8])[C:3](=[O:7])[CH2:4][C:5]#[N:6].[CH2:9](O)[CH2:10][OH:11].Cl[Si](C)(C)C.C(=O)(O)[O-].[Na+]. The catalyst is ClCCl. The product is [CH:2]([C:3]1([CH2:4][C:5]#[N:6])[O:11][CH2:10][CH2:9][O:7]1)([CH3:8])[CH3:1]. The yield is 0.780. (7) The reactants are [C:1]([NH:5][C:6]1[CH:11]=[CH:10][C:9]([N+:12]([O-:14])=[O:13])=[CH:8][CH:7]=1)([CH3:4])([CH3:3])[CH3:2].[Br:15]Br. The catalyst is CC(O)=O. The product is [Br:15][C:11]1[CH:10]=[C:9]([N+:12]([O-:14])=[O:13])[CH:8]=[CH:7][C:6]=1[NH:5][C:1]([CH3:4])([CH3:2])[CH3:3]. The yield is 0.430. (8) The reactants are [OH:1][CH:2]1[CH2:7][CH2:6][NH:5][C:4](=[O:8])[CH2:3]1.N1C=CN=C1.[Si:14](Cl)([C:27]([CH3:30])([CH3:29])[CH3:28])([C:21]1[CH:26]=[CH:25][CH:24]=[CH:23][CH:22]=1)[C:15]1[CH:20]=[CH:19][CH:18]=[CH:17][CH:16]=1. The catalyst is CN(C=O)C.CN(C1C=CN=CC=1)C.C1COCC1. The product is [O:1]([CH:2]1[CH2:7][CH2:6][NH:5][C:4](=[O:8])[CH2:3]1)[Si:14]([C:27]([CH3:30])([CH3:29])[CH3:28])([C:21]1[CH:22]=[CH:23][CH:24]=[CH:25][CH:26]=1)[C:15]1[CH:20]=[CH:19][CH:18]=[CH:17][CH:16]=1. The yield is 0.600.